From a dataset of Forward reaction prediction with 1.9M reactions from USPTO patents (1976-2016). Predict the product of the given reaction. (1) Given the reactants [I-:1].[C:2]([C:5]1[CH:6]=[CH:7][C:8]([O:24][CH3:25])=[C:9]([S+:11]2[C:15]3[CH:16]=[CH:17][CH:18]=[CH:19][C:14]=3[C:13]3[CH:20]=[CH:21][CH:22]=[CH:23][C:12]2=3)[CH:10]=1)([OH:4])=[O:3].C(=O)([O-])[O-].[Cs+].[Cs+].Br[CH2:33][C:34]([O:36][C:37]1([CH2:42][CH3:43])[CH2:41][CH2:40][CH2:39][CH2:38]1)=[O:35], predict the reaction product. The product is: [I-:1].[CH2:42]([C:37]1([O:36][C:34](=[O:35])[CH2:33][O:3][C:2]([C:5]2[CH:6]=[CH:7][C:8]([O:24][CH3:25])=[C:9]([S+:11]3[C:12]4[CH:23]=[CH:22][CH:21]=[CH:20][C:13]=4[C:14]4[CH:19]=[CH:18][CH:17]=[CH:16][C:15]3=4)[CH:10]=2)=[O:4])[CH2:41][CH2:40][CH2:39][CH2:38]1)[CH3:43]. (2) The product is: [CH3:1][C:2]1[O:3][C:4]2[C:9]([C:10](=[O:12])[CH:11]=1)=[CH:8][CH:7]=[CH:6][C:5]=2[CH:13]=[C:17]([C:16](=[O:15])[CH3:23])[C:18]([O:20][CH2:21][CH3:22])=[O:19]. Given the reactants [CH3:1][C:2]1[O:3][C:4]2[C:9]([C:10](=[O:12])[CH:11]=1)=[CH:8][CH:7]=[CH:6][C:5]=2[CH:13]=O.[O:15]=[C:16]([CH3:23])[CH2:17][C:18]([O:20][CH2:21][CH3:22])=[O:19].C(O)(=O)C.N1CCCCC1, predict the reaction product.